Dataset: Full USPTO retrosynthesis dataset with 1.9M reactions from patents (1976-2016). Task: Predict the reactants needed to synthesize the given product. (1) Given the product [CH2:1]([O:8][C:9]1[C:18]([O:19][CH3:20])=[CH:17][C:16]2[CH:15]3[N:14]([CH:13]([CH2:21][CH3:22])[CH2:12][C:11]=2[CH:10]=1)[CH:26]=[C:27]([C:28]([O:30][CH2:31][CH3:32])=[O:29])[C:33](=[O:35])[CH2:34]3)[C:2]1[CH:7]=[CH:6][CH:5]=[CH:4][CH:3]=1, predict the reactants needed to synthesize it. The reactants are: [CH2:1]([O:8][C:9]1[CH:10]=[C:11]2[C:16](=[CH:17][C:18]=1[O:19][CH3:20])[CH:15]=[N:14][CH:13]([CH2:21][CH3:22])[CH2:12]2)[C:2]1[CH:7]=[CH:6][CH:5]=[CH:4][CH:3]=1.C(O[CH:26]=[C:27]([C:33](=[O:35])[CH3:34])[C:28]([O:30][CH2:31][CH3:32])=[O:29])C. (2) Given the product [F:16][C:4]1[CH:3]=[C:2]([C:22]2[CH:23]=[CH:24][C:19]([C:18]([F:29])([F:28])[F:17])=[CH:20][CH:21]=2)[C:10]2[N:9]3[CH2:11][CH2:12][NH:13][C:14](=[O:15])[C:8]3=[CH:7][C:6]=2[CH:5]=1, predict the reactants needed to synthesize it. The reactants are: Br[C:2]1[C:10]2[N:9]3[CH2:11][CH2:12][NH:13][C:14](=[O:15])[C:8]3=[CH:7][C:6]=2[CH:5]=[C:4]([F:16])[CH:3]=1.[F:17][C:18]([F:29])([F:28])[C:19]1[CH:24]=[CH:23][C:22](B(O)O)=[CH:21][CH:20]=1. (3) Given the product [Cl:17][C:14]1[CH:15]=[CH:16][C:11]([C:3]2[C:2]([O:23][C@@H:20]3[CH2:21][CH2:22][O:18][CH2:19]3)=[N:7][CH:6]=[C:5]([CH:4]=2)[C:8]([OH:10])=[O:9])=[CH:12][CH:13]=1, predict the reactants needed to synthesize it. The reactants are: Cl[C:2]1[N:7]=[CH:6][C:5]([C:8]([OH:10])=[O:9])=[CH:4][C:3]=1[C:11]1[CH:16]=[CH:15][C:14]([Cl:17])=[CH:13][CH:12]=1.[O:18]1[CH2:22][CH2:21][C@@H:20]([OH:23])[CH2:19]1. (4) Given the product [F:25][C:20]1[CH:19]=[C:18]([C:11]2[N:10]=[C:9]([CH2:8][C:5]3[CH:4]=[N:3][C:2]([NH:27][CH2:28][CH2:29][OH:30])=[N:7][CH:6]=3)[CH:14]=[N:13][C:12]=2[O:15][CH2:16][CH3:17])[CH:23]=[CH:22][C:21]=1[F:24], predict the reactants needed to synthesize it. The reactants are: Cl[C:2]1[N:7]=[CH:6][C:5]([CH2:8][C:9]2[CH:14]=[N:13][C:12]([O:15][CH2:16][CH3:17])=[C:11]([C:18]3[CH:23]=[CH:22][C:21]([F:24])=[C:20]([F:25])[CH:19]=3)[N:10]=2)=[CH:4][N:3]=1.O.[NH2:27][CH2:28][CH2:29][OH:30].